This data is from NCI-60 drug combinations with 297,098 pairs across 59 cell lines. The task is: Regression. Given two drug SMILES strings and cell line genomic features, predict the synergy score measuring deviation from expected non-interaction effect. (1) Drug 1: CC(C1=C(C=CC(=C1Cl)F)Cl)OC2=C(N=CC(=C2)C3=CN(N=C3)C4CCNCC4)N. Drug 2: C1CC(=O)NC(=O)C1N2CC3=C(C2=O)C=CC=C3N. Cell line: UACC-257. Synergy scores: CSS=0.555, Synergy_ZIP=0.0377, Synergy_Bliss=-1.28, Synergy_Loewe=-0.645, Synergy_HSA=-1.24. (2) Cell line: HCT-15. Synergy scores: CSS=59.4, Synergy_ZIP=3.37, Synergy_Bliss=4.97, Synergy_Loewe=-38.1, Synergy_HSA=3.40. Drug 2: CCCS(=O)(=O)NC1=C(C(=C(C=C1)F)C(=O)C2=CNC3=C2C=C(C=N3)C4=CC=C(C=C4)Cl)F. Drug 1: C1=CC(=C2C(=C1NCCNCCO)C(=O)C3=C(C=CC(=C3C2=O)O)O)NCCNCCO. (3) Synergy scores: CSS=7.63, Synergy_ZIP=-5.38, Synergy_Bliss=4.14, Synergy_Loewe=-18.1, Synergy_HSA=4.06. Cell line: CAKI-1. Drug 2: CCN(CC)CCCC(C)NC1=C2C=C(C=CC2=NC3=C1C=CC(=C3)Cl)OC. Drug 1: CN(C)C1=NC(=NC(=N1)N(C)C)N(C)C. (4) Drug 1: CC1OCC2C(O1)C(C(C(O2)OC3C4COC(=O)C4C(C5=CC6=C(C=C35)OCO6)C7=CC(=C(C(=C7)OC)O)OC)O)O. Drug 2: COC1=CC(=CC(=C1O)OC)C2C3C(COC3=O)C(C4=CC5=C(C=C24)OCO5)OC6C(C(C7C(O6)COC(O7)C8=CC=CS8)O)O. Cell line: A549. Synergy scores: CSS=60.1, Synergy_ZIP=-1.48, Synergy_Bliss=-2.16, Synergy_Loewe=3.77, Synergy_HSA=6.21. (5) Drug 1: CC1=CC2C(CCC3(C2CCC3(C(=O)C)OC(=O)C)C)C4(C1=CC(=O)CC4)C. Drug 2: C1CCC(C(C1)N)N.C(=O)(C(=O)[O-])[O-].[Pt+4]. Cell line: HCT116. Synergy scores: CSS=28.4, Synergy_ZIP=3.64, Synergy_Bliss=6.09, Synergy_Loewe=-40.6, Synergy_HSA=7.97. (6) Drug 1: C1=CC(=CC=C1CCCC(=O)O)N(CCCl)CCCl. Cell line: UACC62. Synergy scores: CSS=8.38, Synergy_ZIP=-10.8, Synergy_Bliss=-14.0, Synergy_Loewe=-14.1, Synergy_HSA=-13.7. Drug 2: CN(CCCl)CCCl.Cl. (7) Drug 1: COC1=NC(=NC2=C1N=CN2C3C(C(C(O3)CO)O)O)N. Drug 2: CC12CCC3C(C1CCC2O)C(CC4=C3C=CC(=C4)O)CCCCCCCCCS(=O)CCCC(C(F)(F)F)(F)F. Cell line: LOX IMVI. Synergy scores: CSS=36.6, Synergy_ZIP=-2.86, Synergy_Bliss=-9.12, Synergy_Loewe=-16.4, Synergy_HSA=-9.24.